This data is from Blood-brain barrier permeability classification from the B3DB database. The task is: Regression/Classification. Given a drug SMILES string, predict its absorption, distribution, metabolism, or excretion properties. Task type varies by dataset: regression for continuous measurements (e.g., permeability, clearance, half-life) or binary classification for categorical outcomes (e.g., BBB penetration, CYP inhibition). Dataset: b3db_classification. (1) The molecule is CN(C)CCO[C@@]1(Cc2ccccc2)C[C@H]2CC[C@]1(C)C2(C)C. The result is 1 (penetrates BBB). (2) The compound is CNCCc1ccccn1. The result is 1 (penetrates BBB). (3) The compound is CNCC[C@H](Oc1cccc2ccccc12)c1cccs1. The result is 1 (penetrates BBB).